This data is from Reaction yield outcomes from USPTO patents with 853,638 reactions. The task is: Predict the reaction yield, written as a fraction of the theoretical maximum amount of product (1.0 means a 100% yield; for example, 0.34 means a 34% yield). The reactants are C[O:2][C:3](=O)[C:4]1[CH:9]=[CH:8][C:7]([CH3:10])=[N:6][C:5]=1[NH:11][C:12]1[CH:17]=[CH:16][CH:15]=[C:14]([N+:18]([O-:20])=[O:19])[CH:13]=1.[BH4-].[K+].[Cl-].[Li+].O. The catalyst is C1COCC1. The product is [OH:2][CH2:3][C:4]1[C:5]([NH:11][C:12]2[CH:17]=[CH:16][CH:15]=[C:14]([N+:18]([O-:20])=[O:19])[CH:13]=2)=[N:6][C:7]([CH3:10])=[CH:8][CH:9]=1. The yield is 0.880.